The task is: Predict the reactants needed to synthesize the given product.. This data is from Full USPTO retrosynthesis dataset with 1.9M reactions from patents (1976-2016). Given the product [CH:28]([NH:31][C:24]([C:22]1[CH:23]=[C:18]2[CH:17]=[C:16]([CH:11]([C:8]3[CH:7]=[CH:6][C:5]([S:2]([CH3:1])(=[O:3])=[O:4])=[CH:10][CH:9]=3)[CH2:12][CH:13]([CH3:14])[CH3:15])[NH:27][C:19]2=[N:20][CH:21]=1)=[O:26])([CH3:30])[CH3:29], predict the reactants needed to synthesize it. The reactants are: [CH3:1][S:2]([C:5]1[CH:10]=[CH:9][C:8]([CH:11]([C:16]2[NH:27][C:19]3=[N:20][CH:21]=[C:22]([C:24]([OH:26])=O)[CH:23]=[C:18]3[CH:17]=2)[CH2:12][CH:13]([CH3:15])[CH3:14])=[CH:7][CH:6]=1)(=[O:4])=[O:3].[CH:28]([NH2:31])([CH3:30])[CH3:29].CN1CCOCC1.O.ON1C2C=CC=CC=2N=N1.Cl.CN(C)CCCN=C=NCC.